Dataset: Full USPTO retrosynthesis dataset with 1.9M reactions from patents (1976-2016). Task: Predict the reactants needed to synthesize the given product. Given the product [CH2:43]([NH:45][C:35]([NH:22][C:21]1[CH:20]=[CH:19][C:18]([C:15]2[N:14]=[C:13]([N:25]3[CH2:30][CH2:29][O:28][CH2:27][CH2:26]3)[C:12]3[C:17](=[C:8]4[CH:7]=[CH:6][N:5]([S:2]([CH3:1])(=[O:4])=[O:3])[C:9]4=[CH:10][CH:11]=3)[N:16]=2)=[CH:24][CH:23]=1)=[O:41])[CH3:44], predict the reactants needed to synthesize it. The reactants are: [CH3:1][S:2]([N:5]1[C:9]2=[CH:10][CH:11]=[C:12]3[C:17]([N:16]=[C:15]([C:18]4[CH:24]=[CH:23][C:21]([NH2:22])=[CH:20][CH:19]=4)[N:14]=[C:13]3[N:25]3[CH2:30][CH2:29][O:28][CH2:27][CH2:26]3)=[C:8]2[CH:7]=[CH:6]1)(=[O:4])=[O:3].ClC(Cl)(O[C:35](=[O:41])OC(Cl)(Cl)Cl)Cl.[CH2:43]([NH2:45])[CH3:44].